From a dataset of Forward reaction prediction with 1.9M reactions from USPTO patents (1976-2016). Predict the product of the given reaction. (1) Given the reactants COC1C=CC(C[O:8][C:9]2[C:14](=[O:15])[N:13]3[C:16]4([CH2:24][CH2:23][CH2:22][CH2:21][CH2:20]4)[NH:17][C:18](=[O:19])[C:12]3=[C:11]([CH3:25])[CH:10]=2)=CC=1.FC(F)(F)C(O)=O, predict the reaction product. The product is: [OH:8][C:9]1[C:14](=[O:15])[N:13]2[C:16]3([CH2:24][CH2:23][CH2:22][CH2:21][CH2:20]3)[NH:17][C:18](=[O:19])[C:12]2=[C:11]([CH3:25])[CH:10]=1. (2) Given the reactants Cl[C:2]1[N:7]=[C:6]([C:8]2[CH:9]=[N:10][N:11]3[CH:16]=[CH:15][CH:14]=[CH:13][C:12]=23)[CH:5]=[CH:4][N:3]=1.O.C1(C)C=CC(S(O)(=O)=O)=CC=1.[CH3:29][O:30][C:31]1[CH:37]=[C:36]([C:38]2[CH2:39][CH2:40][N:41]([CH3:44])[CH2:42][CH:43]=2)[C:35]([N+:45]([O-:47])=[O:46])=[CH:34][C:32]=1[NH2:33].CC(O)CCC, predict the reaction product. The product is: [CH3:29][O:30][C:31]1[CH:37]=[C:36]([C:38]2[CH2:43][CH2:42][N:41]([CH3:44])[CH2:40][CH:39]=2)[C:35]([N+:45]([O-:47])=[O:46])=[CH:34][C:32]=1[NH:33][C:2]1[N:7]=[C:6]([C:8]2[CH:9]=[N:10][N:11]3[CH:16]=[CH:15][CH:14]=[CH:13][C:12]=23)[CH:5]=[CH:4][N:3]=1. (3) Given the reactants C([O:3][C:4]([CH:6]1[CH:10]([C:11]2[CH:16]=[CH:15][C:14]([NH:17][C:18](=[O:39])[CH2:19][C:20]3[CH:25]=[CH:24][C:23]([NH:26][C:27]([NH:29][C:30]4[CH:35]=[CH:34][CH:33]=[CH:32][C:31]=4[CH3:36])=[O:28])=[C:22]([O:37][CH3:38])[CH:21]=3)=[CH:13][CH:12]=2)[CH2:9][N:8]([C:40](=[O:47])[C:41]2[CH:46]=[CH:45][CH:44]=[CH:43][CH:42]=2)[CH2:7]1)=[O:5])C.[OH-].[Na+], predict the reaction product. The product is: [C:40]([N:8]1[CH2:9][CH:10]([C:11]2[CH:16]=[CH:15][C:14]([NH:17][C:18](=[O:39])[CH2:19][C:20]3[CH:25]=[CH:24][C:23]([NH:26][C:27]([NH:29][C:30]4[CH:35]=[CH:34][CH:33]=[CH:32][C:31]=4[CH3:36])=[O:28])=[C:22]([O:37][CH3:38])[CH:21]=3)=[CH:13][CH:12]=2)[CH:6]([C:4]([OH:5])=[O:3])[CH2:7]1)(=[O:47])[C:41]1[CH:42]=[CH:43][CH:44]=[CH:45][CH:46]=1.